From a dataset of Catalyst prediction with 721,799 reactions and 888 catalyst types from USPTO. Predict which catalyst facilitates the given reaction. (1) Reactant: [CH3:1][C:2]1[O:6][C:5]([C:7]2[CH:12]=[CH:11][C:10]([C:13]3[S:14][CH:15]=[CH:16][CH:17]=3)=[CH:9][CH:8]=2)=[N:4][C:3]=1[CH2:18][CH2:19][O:20]S(C1C=CC(C)=CC=1)(=O)=O.C([O:33][C:34](=[O:55])[C:35]([CH3:54])([O:47][C:48]1[CH:53]=[CH:52][CH:51]=[CH:50][CH:49]=1)[CH2:36][C:37]1[CH:42]=[CH:41][C:40](O)=[C:39]([CH2:44][CH2:45][CH3:46])[CH:38]=1)C. Product: [CH3:54][C:35]([O:47][C:48]1[CH:49]=[CH:50][CH:51]=[CH:52][CH:53]=1)([CH2:36][C:37]1[CH:42]=[CH:41][C:40]([O:20][CH2:19][CH2:18][C:3]2[N:4]=[C:5]([C:7]3[CH:8]=[CH:9][C:10]([C:13]4[S:14][CH:15]=[CH:16][CH:17]=4)=[CH:11][CH:12]=3)[O:6][C:2]=2[CH3:1])=[C:39]([CH2:44][CH2:45][CH3:46])[CH:38]=1)[C:34]([OH:55])=[O:33]. The catalyst class is: 8. (2) Reactant: [C:1]([O:6][CH2:7][CH:8](OCC)[O:9]CC)(=[O:5])[CH2:2][CH2:3][CH3:4].C(O)(C(F)(F)F)=O.O. Product: [C:1]([O:6][CH2:7][CH:8]=[O:9])(=[O:5])[CH2:2][CH2:3][CH3:4]. The catalyst class is: 2.